Predict the reaction yield, written as a fraction of the theoretical maximum amount of product (1.0 means a 100% yield; for example, 0.34 means a 34% yield). From a dataset of Reaction yield outcomes from USPTO patents with 853,638 reactions. The reactants are C([N:8]1[C:17]2[C:16]3[CH:18]=[CH:19][CH:20]=[CH:21][C:15]=3[N:14]([C:22]([C:24]3[CH:29]=[CH:28][C:27]([O:30][CH2:31][CH2:32][CH2:33][N:34]4[CH2:39][CH2:38][N:37]([CH2:40][CH2:41][C:42]([CH3:45])([CH3:44])[CH3:43])[CH2:36][CH2:35]4)=[C:26]([CH3:46])[CH:25]=3)=[O:23])[CH2:13][CH2:12][C:11]=2[N:10]=[C:9]1[CH3:47])C1C=CC=CC=1.C(O)(=O)C. The catalyst is CO.[OH-].[Pd+2].[OH-]. The product is [CH3:43][C:42]([CH3:45])([CH3:44])[CH2:41][CH2:40][N:37]1[CH2:36][CH2:35][N:34]([CH2:33][CH2:32][CH2:31][O:30][C:27]2[CH:28]=[CH:29][C:24]([C:22]([N:14]3[CH2:13][CH2:12][C:11]4[N:10]=[C:9]([CH3:47])[NH:8][C:17]=4[C:16]4[CH:18]=[CH:19][CH:20]=[CH:21][C:15]3=4)=[O:23])=[CH:25][C:26]=2[CH3:46])[CH2:39][CH2:38]1. The yield is 0.200.